Dataset: Forward reaction prediction with 1.9M reactions from USPTO patents (1976-2016). Task: Predict the product of the given reaction. (1) Given the reactants [F:1][C:2]([F:18])([F:17])[O:3][C:4]1[CH:5]=[C:6]2[C:10](=[CH:11][CH:12]=1)[NH:9][N:8]=[C:7]2[C:13](OC)=[O:14].[H-].C([Al+]CC(C)C)C(C)C.C1(C)C=CC=CC=1.S([O-])([O-])(=O)=O.[Na+].[Na+], predict the reaction product. The product is: [F:18][C:2]([F:1])([F:17])[O:3][C:4]1[CH:5]=[C:6]2[C:10](=[CH:11][CH:12]=1)[NH:9][N:8]=[C:7]2[CH2:13][OH:14]. (2) Given the reactants [C:1]([O:5][C:6]([NH:8][C@@H:9]([CH2:14][CH2:15][CH:16]=[CH2:17])[C:10]([O:12]C)=[O:11])=[O:7])([CH3:4])([CH3:3])[CH3:2].O[Li].O, predict the reaction product. The product is: [C:1]([O:5][C:6]([NH:8][C@@H:9]([CH2:14][CH2:15][CH:16]=[CH2:17])[C:10]([OH:12])=[O:11])=[O:7])([CH3:4])([CH3:3])[CH3:2]. (3) Given the reactants Cl[C:2]1[S:6][N:5]=[C:4]([C:7]2[CH:12]=[CH:11][CH:10]=[CH:9][N:8]=2)[N:3]=1.[C:13]([O:17][C:18]([N:20]1[CH2:25][CH2:24][NH:23][CH2:22][CH2:21]1)=[O:19])([CH3:16])([CH3:15])[CH3:14].C(N(CC)CC)C.O, predict the reaction product. The product is: [N:8]1[CH:9]=[CH:10][CH:11]=[CH:12][C:7]=1[C:4]1[N:3]=[C:2]([N:23]2[CH2:22][CH2:21][N:20]([C:18]([O:17][C:13]([CH3:16])([CH3:15])[CH3:14])=[O:19])[CH2:25][CH2:24]2)[S:6][N:5]=1. (4) Given the reactants C([Si](C)(C)[O:6][CH2:7][CH2:8][N:9]1[CH:13]([CH3:14])[C:12](=[O:15])[N:11]([C:16]2[CH:21]=[C:20]([CH2:22][C:23]3[C:32]4[C:27](=[CH:28][CH:29]=[CH:30][CH:31]=4)[C:26](=[O:33])[NH:25][N:24]=3)[CH:19]=[CH:18][C:17]=2[F:34])[C:10]1=[O:35])(C)(C)C.CCCC[N+](CCCC)(CCCC)CCCC.[F-].C(OCC)(=O)C.CO, predict the reaction product. The product is: [F:34][C:17]1[CH:18]=[CH:19][C:20]([CH2:22][C:23]2[C:32]3[C:27](=[CH:28][CH:29]=[CH:30][CH:31]=3)[C:26](=[O:33])[NH:25][N:24]=2)=[CH:21][C:16]=1[N:11]1[C:12](=[O:15])[CH:13]([CH3:14])[N:9]([CH2:8][CH2:7][OH:6])[C:10]1=[O:35]. (5) Given the reactants I[CH2:2][CH2:3][CH2:4][CH2:5][CH:6]=[CH:7][CH2:8][CH2:9][CH2:10][CH2:11]I.[C:13]1(=[O:23])[NH:17][C:16](=[O:18])[C:15]2=[CH:19][CH:20]=[CH:21][CH:22]=[C:14]12.[K], predict the reaction product. The product is: [C:13]1(=[O:23])[N:17]([CH2:2][CH2:3][CH2:4][CH2:5][CH:6]=[CH:7][CH2:8][CH2:9][CH2:10][CH2:11][N:17]2[C:16](=[O:18])[C:15]3=[CH:19][CH:20]=[CH:21][CH:22]=[C:14]3[C:13]2=[O:23])[C:16](=[O:18])[C:15]2=[CH:19][CH:20]=[CH:21][CH:22]=[C:14]12. (6) Given the reactants [CH2:1]([N:5]1[C:9]([CH2:10][NH:11][CH2:12][CH:13]2[CH2:18][CH2:17][CH2:16][CH2:15][CH2:14]2)=[C:8]([C:19]2[CH:24]=[CH:23][C:22]([O:25][CH3:26])=[CH:21][CH:20]=2)[N:7]=[C:6]1[C:27]1[CH:32]=[CH:31][CH:30]=[CH:29][CH:28]=1)[CH2:2][CH2:3][CH3:4].[C:33]([O:37][C:38]([C:40]1[CH:47]=[CH:46][C:43]([CH2:44]Br)=[CH:42][CH:41]=1)=[O:39])([CH3:36])([CH3:35])[CH3:34].[C:48](=[O:51])([O-])[O-:49].[K+].[K+].[C:54](#N)C, predict the reaction product. The product is: [C:33]([O:37][C:38](=[O:39])[C:40]1[CH:47]=[CH:46][C:43]([CH2:44][N:11]([CH2:10][C:9]2[N:5]([CH2:1][CH2:2][CH2:3][CH3:4])[C:6]([C:27]3[CH:32]=[CH:31][CH:30]=[CH:29][CH:28]=3)=[N:7][C:8]=2[C:19]2[CH:20]=[CH:21][C:22]([O:25][CH3:26])=[CH:23][CH:24]=2)[CH2:12][CH:13]2[CH2:18][CH2:17][CH2:16][CH2:15][CH2:14]2)=[CH:42][C:41]=1[O:49][C:48](=[O:51])[CH3:54])([CH3:36])([CH3:35])[CH3:34].